This data is from Reaction yield outcomes from USPTO patents with 853,638 reactions. The task is: Predict the reaction yield, written as a fraction of the theoretical maximum amount of product (1.0 means a 100% yield; for example, 0.34 means a 34% yield). The reactants are C(O[C:6]([N:8](C)[CH2:9][CH2:10][N:11]1[CH2:15][CH2:14][CH2:13][CH:12]1[CH2:16][O:17][C@H:18]1[CH2:25][N:24]2[C:26]3[CH:27]=[C:28]([C:39]([O:41][CH3:42])=[O:40])[CH:29]=[CH:30][C:31]=3[C:32]([CH:33]3[CH2:38][CH2:37][CH2:36][CH2:35][CH2:34]3)=[C:23]2[C:22]2[CH:43]=[CH:44][CH:45]=[CH:46][C:21]=2[O:20][CH2:19]1)=O)(C)(C)C.C(O)(C(F)(F)F)=O. The catalyst is C(Cl)Cl. The product is [CH:33]1([C:32]2[C:31]3[CH:30]=[CH:29][C:28]([C:39]([O:41][CH3:42])=[O:40])=[CH:27][C:26]=3[N:24]3[C:23]=2[C:22]2[CH:43]=[CH:44][CH:45]=[CH:46][C:21]=2[O:20][CH2:19][C@@H:18]([O:17][CH2:16][CH:12]2[CH2:13][CH2:14][CH2:15][N:11]2[CH2:10][CH2:9][NH:8][CH3:6])[CH2:25]3)[CH2:34][CH2:35][CH2:36][CH2:37][CH2:38]1. The yield is 0.820.